Task: Predict the product of the given reaction.. Dataset: Forward reaction prediction with 1.9M reactions from USPTO patents (1976-2016) Given the reactants [F:1][C:2]1[C:39]([F:40])=[CH:38][CH:37]=[CH:36][C:3]=1[CH2:4][N:5]1[C:10](=[O:11])[CH:9]=[CH:8][C:7]([CH2:12][C:13]2[C:21]3[C:16](=[CH:17][CH:18]=[CH:19][CH:20]=3)[N:15]([CH2:22][C:23]([O:25]CC3C=CC=C(F)C=3F)=[O:24])[C:14]=2[CH3:35])=[N:6]1.C1COCC1.[OH-].[Li+].Cl, predict the reaction product. The product is: [F:1][C:2]1[C:39]([F:40])=[CH:38][CH:37]=[CH:36][C:3]=1[CH2:4][N:5]1[C:10](=[O:11])[CH:9]=[CH:8][C:7]([CH2:12][C:13]2[C:21]3[C:16](=[CH:17][CH:18]=[CH:19][CH:20]=3)[N:15]([CH2:22][C:23]([OH:25])=[O:24])[C:14]=2[CH3:35])=[N:6]1.